Dataset: Forward reaction prediction with 1.9M reactions from USPTO patents (1976-2016). Task: Predict the product of the given reaction. (1) Given the reactants [CH3:1][O:2][C:3]([CH:5]1[CH2:10][CH2:9][CH:8]([C:11](O)=[O:12])[CH2:7][CH2:6]1)=[O:4].C(O)(=O)C.O, predict the reaction product. The product is: [OH:12][CH2:11][CH:8]1[CH2:7][CH2:6][CH:5]([C:3]([O:2][CH3:1])=[O:4])[CH2:10][CH2:9]1. (2) Given the reactants F[C:2]1[CH:3]=[C:4]([CH:7]=[CH:8][CH:9]=1)[C:5]#[N:6].[OH:10][C:11]1[CH:20]=[CH:19][C:18]2[C:13](=[CH:14][CH:15]=[CH:16][CH:17]=2)[CH:12]=1.C(=O)([O-])[O-].[Cs+].[Cs+].Cl, predict the reaction product. The product is: [CH:12]1[C:13]2[C:18](=[CH:17][CH:16]=[CH:15][CH:14]=2)[CH:19]=[CH:20][C:11]=1[O:10][C:2]1[CH:3]=[C:4]([CH:7]=[CH:8][CH:9]=1)[C:5]#[N:6]. (3) Given the reactants [C:1]([C:4]1[CH:9]=[CH:8][CH:7]=[C:6]([C:10](=O)[CH3:11])[N:5]=1)(=O)[CH3:2].[NH2:13][N:14]1[CH:18]=[CH:17][CH:16]=[CH:15]1, predict the reaction product. The product is: [N:14]1([N:13]=[C:1]([C:4]2[CH:9]=[CH:8][CH:7]=[C:6]([C:10](=[N:13][N:14]3[CH:18]=[CH:17][CH:16]=[CH:15]3)[CH3:11])[N:5]=2)[CH3:2])[CH:18]=[CH:17][CH:16]=[CH:15]1.